This data is from Forward reaction prediction with 1.9M reactions from USPTO patents (1976-2016). The task is: Predict the product of the given reaction. (1) The product is: [CH3:46][C:36]1[CH:41]=[CH:40][C:39]([S:42]([O:11][CH2:9][CH2:8][N:5]2[CH:6]=[CH:7][C:3]([C:2]([F:1])([F:14])[F:15])=[N:4]2)(=[O:44])=[O:43])=[CH:38][CH:37]=1. Given the reactants [F:1][C:2]([F:15])([F:14])[C:3]1[CH:7]=[CH:6][N:5]([CH2:8][C:9]([O:11]CC)=O)[N:4]=1.[H-].[Al+3].[Li+].[H-].[H-].[H-].S([O-])([O-])(=O)=O.[Na+].[Na+].C(N(CC)CC)C.[C:36]1([CH3:46])[CH:41]=[CH:40][C:39]([S:42](Cl)(=[O:44])=[O:43])=[CH:38][CH:37]=1, predict the reaction product. (2) Given the reactants [CH3:1][O:2][C:3]1[CH:4]=[C:5]([C:9]2[O:10][C:11]([CH3:17])=[CH:12][C:13]=2[C:14](O)=[O:15])[CH:6]=[CH:7][CH:8]=1.O=S(Cl)Cl.[NH4+:22].[OH-], predict the reaction product. The product is: [CH3:1][O:2][C:3]1[CH:4]=[C:5]([C:9]2[O:10][C:11]([CH3:17])=[CH:12][C:13]=2[C:14]([NH2:22])=[O:15])[CH:6]=[CH:7][CH:8]=1. (3) Given the reactants CO[C:3]([C@@H:5]1[O:9][C:8](=[O:10])[N:7]([C:11]2[CH:20]=[CH:19][C:14]3[C:15]([CH3:18])=[N:16][O:17][C:13]=3[CH:12]=2)[CH2:6]1)=[O:4].Cl.[CH2:22]([O:24][NH2:25])[CH3:23].N1C=CC=CC=1.O, predict the reaction product. The product is: [CH2:22]([O:24][NH:25][C:3]([C@@H:5]1[O:9][C:8](=[O:10])[N:7]([C:11]2[CH:20]=[CH:19][C:14]3[C:15]([CH3:18])=[N:16][O:17][C:13]=3[CH:12]=2)[CH2:6]1)=[O:4])[CH3:23]. (4) Given the reactants [NH:1]1[CH2:5][CH2:4][C@H:3]([NH:6][C:7]2[C:12]([C:13]3[N:14]=[C:15]4[CH:21]=[CH:20][N:19]([CH2:22][O:23][CH2:24][CH2:25][Si:26]([CH3:29])([CH3:28])[CH3:27])[C:16]4=[N:17][CH:18]=3)=[CH:11][CH:10]=[CH:9][N:8]=2)[CH2:2]1.[CH3:30][O:31][C:32](Cl)=[O:33].CCN(C(C)C)C(C)C, predict the reaction product. The product is: [CH3:30][O:31][C:32]([N:1]1[CH2:5][CH2:4][C@H:3]([NH:6][C:7]2[C:12]([C:13]3[N:14]=[C:15]4[CH:21]=[CH:20][N:19]([CH2:22][O:23][CH2:24][CH2:25][Si:26]([CH3:29])([CH3:28])[CH3:27])[C:16]4=[N:17][CH:18]=3)=[CH:11][CH:10]=[CH:9][N:8]=2)[CH2:2]1)=[O:33].